Dataset: Full USPTO retrosynthesis dataset with 1.9M reactions from patents (1976-2016). Task: Predict the reactants needed to synthesize the given product. (1) Given the product [NH2:3][CH2:4][CH2:5][CH2:6][O:7][C:8]1[CH:43]=[CH:42][CH:41]=[CH:40][C:9]=1[CH2:10][NH:11][C:12](=[O:39])[NH:13][C:14]1[S:15][CH:16]=[C:17]([C:19]([NH:21][CH2:22][C:23]([NH:25][C@@H:26]([C:33]2[CH:34]=[N:35][CH:36]=[CH:37][CH:38]=2)[CH2:27][C:28]([OH:30])=[O:29])=[O:24])=[O:20])[N:18]=1, predict the reactants needed to synthesize it. The reactants are: Cl.Cl.[NH2:3][CH2:4][CH2:5][CH2:6][O:7][C:8]1[CH:43]=[CH:42][CH:41]=[CH:40][C:9]=1[CH2:10][NH:11][C:12](=[O:39])[NH:13][C:14]1[S:15][CH:16]=[C:17]([C:19]([NH:21][CH2:22][C:23]([NH:25][C@@H:26]([C:33]2[CH:34]=[N:35][CH:36]=[CH:37][CH:38]=2)[CH2:27][C:28]([O:30]CC)=[O:29])=[O:24])=[O:20])[N:18]=1.[OH-].[Na+].Cl. (2) The reactants are: BrC1N(C(NC2C=CC=CC=2)=O)C(C2C=CN=C3NC(C4C=CC(N(C)C)=CC=4)=NC=23)CNC1.[Br:35][C:36]1[C:37]([N:46]2[CH2:51][CH2:50][N:49]([CH2:52][C:53]3[CH:54]=[N:55][CH:56]=[CH:57][CH:58]=3)[CH2:48][CH2:47]2)=[C:38]([N+:43]([O-])=O)[C:39]([NH2:42])=[N:40][CH:41]=1.[O-]S(S([O-])=O)=O.[Na+].[Na+].O=[CH:68][CH2:69][CH2:70][NH:71][C:72](=[O:78])[O:73][C:74]([CH3:77])([CH3:76])[CH3:75]. Given the product [Br:35][C:36]1[C:37]([N:46]2[CH2:51][CH2:50][N:49]([CH2:52][C:53]3[CH:54]=[N:55][CH:56]=[CH:57][CH:58]=3)[CH2:48][CH2:47]2)=[C:38]2[N:43]=[C:68]([CH2:69][CH2:70][NH:71][C:72](=[O:78])[O:73][C:74]([CH3:77])([CH3:76])[CH3:75])[NH:42][C:39]2=[N:40][CH:41]=1, predict the reactants needed to synthesize it. (3) The reactants are: [C:1]1([NH:7][C:8](=[O:13])[CH:9]=[C:10]([CH3:12])[CH3:11])[CH:6]=[CH:5][CH:4]=[CH:3][CH:2]=1.[Cl-].[Al+3].[Cl-].[Cl-].C(Cl)Cl. Given the product [CH3:12][C:10]1([CH3:11])[C:6]2[C:1](=[CH:2][CH:3]=[CH:4][CH:5]=2)[NH:7][C:8](=[O:13])[CH2:9]1, predict the reactants needed to synthesize it. (4) Given the product [CH3:1][C:2]1[C:7](=[O:8])[CH2:6][CH2:5][C:4]([CH3:9])([CH3:10])[C:3]=1/[CH:11]=[CH:12]/[C:13](/[CH3:23])=[CH:14]\[CH:15]=[CH:16]\[C:17](\[CH3:22])=[CH:18]\[C:19]([OH:21])=[O:20], predict the reactants needed to synthesize it. The reactants are: [CH3:1][C:2]1[CH:7]([OH:8])[CH2:6][CH2:5][C:4]([CH3:10])([CH3:9])[C:3]=1/[CH:11]=[CH:12]/[C:13](/[CH3:23])=[CH:14]\[CH:15]=[CH:16]\[C:17](\[CH3:22])=[CH:18]\[C:19]([OH:21])=[O:20].CC(OI1(OC(C)=O)(OC(C)=O)OC(=O)C2C=CC=CC1=2)=O.C([O-])(O)=O.[Na+].[O-]S([O-])=O.[Na+].[Na+].